This data is from Forward reaction prediction with 1.9M reactions from USPTO patents (1976-2016). The task is: Predict the product of the given reaction. The product is: [Br:1][C:2]1[CH:3]=[CH:4][C:5]([C:8]2[N:30]=[C:11]([C@@H:12]([NH:16][C:17](=[O:23])[O:18][C:19]([CH3:22])([CH3:21])[CH3:20])[CH:13]([CH3:15])[CH3:14])[NH:10][CH:9]=2)=[N:6][CH:7]=1. Given the reactants [Br:1][C:2]1[CH:3]=[CH:4][C:5]([C:8](=O)[CH2:9][NH:10][C:11](=O)[C@@H:12]([NH:16][C:17](=[O:23])[O:18][C:19]([CH3:22])([CH3:21])[CH3:20])[CH:13]([CH3:15])[CH3:14])=[N:6][CH:7]=1.C([O-])(=O)C.[NH4+:30], predict the reaction product.